From a dataset of Forward reaction prediction with 1.9M reactions from USPTO patents (1976-2016). Predict the product of the given reaction. (1) Given the reactants Cl[C:2]1[N:3]=[C:4]([O:29][C@H:30]2[CH2:34][CH2:33][O:32][CH2:31]2)[C:5]2[C:10]([C:11]3[CH:20]=[CH:19][C:14]4[N:15]=[C:16]([CH3:18])[O:17][C:13]=4[CH:12]=3)=[CH:9][N:8]([CH2:21][O:22][CH2:23][CH2:24][Si:25]([CH3:28])([CH3:27])[CH3:26])[C:6]=2[N:7]=1.[NH2:35][C:36]1[CH:45]=[CH:44][C:39]([C:40]([NH:42][CH3:43])=[O:41])=[CH:38][C:37]=1[Cl:46].CC1(C)C2C(=C(P(C3C=CC=CC=3)C3C=CC=CC=3)C=CC=2)OC2C(P(C3C=CC=CC=3)C3C=CC=CC=3)=CC=CC1=2.C(=O)([O-])[O-].[Cs+].[Cs+], predict the reaction product. The product is: [Cl:46][C:37]1[CH:38]=[C:39]([CH:44]=[CH:45][C:36]=1[NH:35][C:2]1[N:3]=[C:4]([O:29][C@H:30]2[CH2:34][CH2:33][O:32][CH2:31]2)[C:5]2[C:10]([C:11]3[CH:20]=[CH:19][C:14]4[N:15]=[C:16]([CH3:18])[O:17][C:13]=4[CH:12]=3)=[CH:9][N:8]([CH2:21][O:22][CH2:23][CH2:24][Si:25]([CH3:27])([CH3:26])[CH3:28])[C:6]=2[N:7]=1)[C:40]([NH:42][CH3:43])=[O:41]. (2) Given the reactants FC(F)(F)S(O[C:7]1[CH2:16][CH2:15][C:14]2[CH:13]=[C:12]([C:17]([O:19][CH3:20])=[O:18])[CH:11]=[CH:10][C:9]=2[CH:8]=1)(=O)=O.C(N(CC)CC)C.[C:30]([C:32]1[CH:37]=[CH:36][CH:35]=[C:34]([F:38])[CH:33]=1)#[CH:31], predict the reaction product. The product is: [F:38][C:34]1[CH:33]=[C:32]([C:30]#[C:31][C:7]2[CH2:16][CH2:15][C:14]3[CH:13]=[C:12]([C:17]([O:19][CH3:20])=[O:18])[CH:11]=[CH:10][C:9]=3[CH:8]=2)[CH:37]=[CH:36][CH:35]=1. (3) Given the reactants Br[C:2]1[CH:7]=[CH:6][C:5]([C:8]2[N:9]=[C:10]([N:13]3[C@H:17]([CH2:18][F:19])[CH2:16][O:15][C:14]3=[O:20])[S:11][CH:12]=2)=[CH:4][CH:3]=1.[CH3:21][N:22](C)C=O, predict the reaction product. The product is: [F:19][CH2:18][C@@H:17]1[CH2:16][O:15][C:14](=[O:20])[N:13]1[C:10]1[S:11][CH:12]=[C:8]([C:5]2[CH:6]=[CH:7][C:2]([C:21]#[N:22])=[CH:3][CH:4]=2)[N:9]=1. (4) The product is: [CH2:25]([O:27][C:28](=[O:32])[C:29]([NH:17][C:3]1[C:2]([F:1])=[CH:7][N:6]=[C:5]([O:8][CH2:9][C:10]2[CH:11]=[CH:12][C:13]([F:16])=[CH:14][CH:15]=2)[N:4]=1)=[O:30])[CH3:26]. Given the reactants [F:1][C:2]1[C:3]([NH2:17])=[N:4][C:5]([O:8][CH2:9][C:10]2[CH:15]=[CH:14][C:13]([F:16])=[CH:12][CH:11]=2)=[N:6][CH:7]=1.CN1CCOCC1.[CH2:25]([O:27][C:28](=[O:32])[C:29](Cl)=[O:30])[CH3:26], predict the reaction product. (5) The product is: [CH:36]1([NH:32][C:23]([C:15]2[C:16]3[O:20][C:19]([CH3:22])([CH3:21])[CH2:18][C:17]=3[C:11]3[NH:10][C:9]([NH:8][C:7]4[C:2]([Cl:1])=[CH:3][N:4]=[CH:5][C:6]=4[Cl:26])=[N:13][C:12]=3[CH:14]=2)=[O:25])[CH2:37][CH2:38][CH2:39][CH2:40][CH2:35]1. Given the reactants [Cl:1][C:2]1[CH:3]=[N:4][CH:5]=[C:6]([Cl:26])[C:7]=1[NH:8][C:9]1[NH:10][C:11]2[C:17]3[CH2:18][C:19]([CH3:22])([CH3:21])[O:20][C:16]=3[C:15]([C:23]([OH:25])=O)=[CH:14][C:12]=2[N:13]=1.F[B-](F)(F)F.[N:32]1(OC(N(C)C)=[N+](C)C)[C:36]2[CH:37]=[CH:38][CH:39]=[CH:40][C:35]=2N=N1.CN1CCOCC1.C1(N)CCCCC1, predict the reaction product. (6) Given the reactants [C:1]1(=[O:11])[NH:5][C:4](=[O:6])[C:3]2=[CH:7][CH:8]=[CH:9][CH:10]=[C:2]12.[C:12]([O:16][C:17](=[O:25])[NH:18][C@H:19]([CH2:23]O)[CH2:20][CH2:21][CH3:22])([CH3:15])([CH3:14])[CH3:13].C1(P(C2C=CC=CC=2)C2C=CC=CC=2)C=CC=CC=1.CCOC(/N=N/C(OCC)=O)=O, predict the reaction product. The product is: [C:12]([O:16][C:17](=[O:25])[NH:18][C@H:19]([CH2:23][N:5]1[C:1](=[O:11])[C:2]2[C:3](=[CH:7][CH:8]=[CH:9][CH:10]=2)[C:4]1=[O:6])[CH2:20][CH2:21][CH3:22])([CH3:15])([CH3:14])[CH3:13]. (7) Given the reactants [Cl:1][C:2]1[CH:3]=[C:4]([CH:8]([O:34][CH3:35])[CH2:9][C:10]2[N:11](C(C3C=CC=CC=3)(C3C=CC=CC=3)C3C=CC=CC=3)[CH:12]=[CH:13][N:14]=2)[CH:5]=[CH:6][CH:7]=1.Cl.[OH-].[Na+], predict the reaction product. The product is: [Cl:1][C:2]1[CH:3]=[C:4]([CH:8]([O:34][CH3:35])[CH2:9][C:10]2[NH:14][CH:13]=[CH:12][N:11]=2)[CH:5]=[CH:6][CH:7]=1. (8) Given the reactants Br[C:2]1[CH:15]=[CH:14][CH:13]=[CH:12][C:3]=1[O:4][C:5]1[N:10]=[C:9]([CH3:11])[CH:8]=[CH:7][N:6]=1.[F:16][C:17]1[CH:22]=[C:21](B2OC(C)(C)C(C)(C)O2)[CH:20]=[CH:19][C:18]=1[C:32]1[CH:33]=[N:34][C:35]([NH2:38])=[N:36][CH:37]=1, predict the reaction product. The product is: [F:16][C:17]1[CH:22]=[C:21]([C:2]2[CH:15]=[CH:14][CH:13]=[CH:12][C:3]=2[O:4][C:5]2[N:10]=[C:9]([CH3:11])[CH:8]=[CH:7][N:6]=2)[CH:20]=[CH:19][C:18]=1[C:32]1[CH:37]=[N:36][C:35]([NH2:38])=[N:34][CH:33]=1. (9) The product is: [CH3:22][O:23][C:24]([C@@H:26]1[CH2:31][CH2:30][CH2:29][CH2:28][C@@H:27]1[N:32]([CH2:33][C:34]1[CH:39]=[CH:38][C:37]([F:40])=[CH:36][CH:35]=1)[C:17](=[O:19])[CH2:16][C:11]1[NH:10][C:9]2[CH:20]=[CH:21][C:6]([NH:5][S:2]([CH3:1])(=[O:3])=[O:4])=[CH:7][C:8]=2[S:13](=[O:14])(=[O:15])[N:12]=1)=[O:25]. Given the reactants [CH3:1][S:2]([NH:5][C:6]1[CH:21]=[CH:20][C:9]2[NH:10][C:11]([CH2:16][C:17]([OH:19])=O)=[N:12][S:13](=[O:15])(=[O:14])[C:8]=2[CH:7]=1)(=[O:4])=[O:3].[CH3:22][O:23][C:24]([C@@H:26]1[CH2:31][CH2:30][CH2:29][CH2:28][C@@H:27]1[NH:32][CH2:33][C:34]1[CH:39]=[CH:38][C:37]([F:40])=[CH:36][CH:35]=1)=[O:25].Cl.CN(C)CCCN=C=NCC.CN1CCOCC1.Cl, predict the reaction product. (10) Given the reactants [Cl:1][CH2:2][C:3]1[CH:12]=[C:11]2[C:6]([CH:7]=[CH:8][C:9](=[O:13])[O:10]2)=[CH:5][CH:4]=1.[CH3:14][O:15][C:16]1[CH:17]=[C:18]([C:24]2[C@@H:33]3[C@@H:28]([CH2:29][CH:30]=[CH:31][CH2:32]3)[C:27](=[O:34])[N:26]([CH:35]3[CH2:40][CH2:39][N:38](C4C=CC([N+]([O-])=O)=CC=4)[CH2:37][CH2:36]3)[N:25]=2)[CH:19]=[CH:20][C:21]=1[O:22][CH3:23], predict the reaction product. The product is: [ClH:1].[CH3:14][O:15][C:16]1[CH:17]=[C:18]([C:24]2[C@@H:33]3[C@@H:28]([CH2:29][CH:30]=[CH:31][CH2:32]3)[C:27](=[O:34])[N:26]([CH:35]3[CH2:40][CH2:39][N:38]([CH2:2][C:3]4[CH:12]=[C:11]5[C:6]([CH:7]=[CH:8][C:9](=[O:13])[O:10]5)=[CH:5][CH:4]=4)[CH2:37][CH2:36]3)[N:25]=2)[CH:19]=[CH:20][C:21]=1[O:22][CH3:23].